Dataset: Reaction yield outcomes from USPTO patents with 853,638 reactions. Task: Predict the reaction yield, written as a fraction of the theoretical maximum amount of product (1.0 means a 100% yield; for example, 0.34 means a 34% yield). (1) The yield is 0.880. The product is [CH3:8][C:5]1[CH:6]=[CH:7][C:11]([CH2:10][C:9]([O:17][CH2:18][CH3:19])=[O:16])=[CH:3][CH:4]=1. The catalyst is C1C=CC(/C=C/C(/C=C/C2C=CC=CC=2)=O)=CC=1.C1C=CC(/C=C/C(/C=C/C2C=CC=CC=2)=O)=CC=1.[Pd]. The reactants are BrC1[CH:7]=[CH:6][C:5]([CH3:8])=[CH:4][CH:3]=1.[C:9]([O:17][CH2:18][CH3:19])(=[O:16])[CH2:10][C:11](OCC)=O.P(C(C)(C)C)(C(C)(C)C)C(C)(C)C.[H+].[B-](F)(F)(F)F.[O-]P([O-])([O-])=O.[K+].[K+].[K+].C1OCCOCCOCCOCCOCCOC1. (2) The yield is 0.820. The reactants are [Br:1][CH2:2][C:3]1[CH:12]=[CH:11][C:6]([C:7]([O:9][CH3:10])=[O:8])=[CH:5][CH:4]=1.[CH:13]1[CH:18]=[CH:17][C:16]([P:19]([C:26]2[CH:31]=[CH:30][CH:29]=[CH:28][CH:27]=2)[C:20]2[CH:25]=[CH:24][CH:23]=[CH:22][CH:21]=2)=[CH:15][CH:14]=1. The catalyst is C1(C)C=CC=CC=1. The product is [Br-:1].[CH3:10][O:9][C:7]([C:6]1[CH:11]=[CH:12][C:3]([CH2:2][P+:19]([C:20]2[CH:21]=[CH:22][CH:23]=[CH:24][CH:25]=2)([C:26]2[CH:31]=[CH:30][CH:29]=[CH:28][CH:27]=2)[C:16]2[CH:15]=[CH:14][CH:13]=[CH:18][CH:17]=2)=[CH:4][CH:5]=1)=[O:8]. (3) The reactants are [C:1]([NH:8][CH2:9][CH2:10][C:11]1[CH:17]=[CH:16][C:14]([NH2:15])=[CH:13][CH:12]=1)([O:3][C:4]([CH3:7])([CH3:6])[CH3:5])=[O:2].[CH:18](=O)[C:19]1[CH:24]=[CH:23][CH:22]=[CH:21][CH:20]=1.CC(O)=O.[BH3-]C#N.[Na+]. The catalyst is C1(C)C=CC=CC=1.CO. The product is [CH2:18]([NH:15][C:14]1[CH:16]=[CH:17][C:11]([CH2:10][CH2:9][NH:8][C:1]([O:3][C:4]([CH3:6])([CH3:7])[CH3:5])=[O:2])=[CH:12][CH:13]=1)[C:19]1[CH:24]=[CH:23][CH:22]=[CH:21][CH:20]=1. The yield is 0.830. (4) The reactants are [C:1]([C:5]1[CH:10]=[CH:9][C:8]([C:11]2[C:19]3[C:14](=[CH:15][CH:16]=[CH:17][CH:18]=3)[NH:13][C:12]=2[C:20]([O:22][CH2:23][CH3:24])=[O:21])=[CH:7][CH:6]=1)([CH3:4])([CH3:3])[CH3:2].C([O-])([O-])=O.[Cs+].[Cs+].Br[CH2:32][C:33]1[CH:38]=[C:37]([F:39])[CH:36]=[C:35]([F:40])[CH:34]=1.O. The catalyst is CN(C=O)C.CC(OC)(C)C. The product is [F:39][C:37]1[CH:38]=[C:33]([CH2:32][N:13]2[C:14]3[C:19](=[CH:18][CH:17]=[CH:16][CH:15]=3)[C:11]([C:8]3[CH:7]=[CH:6][C:5]([C:1]([CH3:4])([CH3:2])[CH3:3])=[CH:10][CH:9]=3)=[C:12]2[C:20]([O:22][CH2:23][CH3:24])=[O:21])[CH:34]=[C:35]([F:40])[CH:36]=1. The yield is 0.990. (5) The reactants are [CH2:1]([N:5]1[CH:10]=[CH:9][CH:8]=[C:7]([O:11][CH3:12])[C:6]1=O)[CH2:2][CH2:3][CH3:4].COC1C=CC(P2(SP(C3C=CC(OC)=CC=3)(=S)S2)=[S:23])=CC=1.CO. The catalyst is C1(C)C=CC=CC=1. The product is [CH2:1]([N:5]1[CH:10]=[CH:9][CH:8]=[C:7]([O:11][CH3:12])[C:6]1=[S:23])[CH2:2][CH2:3][CH3:4]. The yield is 0.800. (6) The reactants are [N:1]1[CH:6]=[C:5](B(O)O)[CH:4]=[N:3][CH:2]=1.FC(F)(F)S(O[C:16]1[C@@:20]2([CH3:38])[CH2:21][CH2:22][C@H:23]3[C@H:32]([C@@H:19]2[CH2:18][CH:17]=1)[CH2:31][CH:30]=[C:29]1[C@:24]3([CH3:37])[CH2:25][CH2:26][C:27](=[O:36])[N:28]1[CH:33]1[CH2:35][CH2:34]1)(=O)=O. The catalyst is C1COCC1.Cl[Pd](Cl)([P](C1C=CC=CC=1)(C1C=CC=CC=1)C1C=CC=CC=1)[P](C1C=CC=CC=1)(C1C=CC=CC=1)C1C=CC=CC=1. The product is [CH:33]1([N:28]2[C:29]3[C@@:24]([CH3:37])([C@H:23]4[CH2:22][CH2:21][C@@:20]5([CH3:38])[C@@H:19]([CH2:18][CH:17]=[C:16]5[C:5]5[CH:6]=[N:1][CH:2]=[N:3][CH:4]=5)[C@@H:32]4[CH2:31][CH:30]=3)[CH2:25][CH2:26][C:27]2=[O:36])[CH2:35][CH2:34]1. The yield is 0.130. (7) The reactants are [C:1]([N:8]1[CH2:13][CH2:12][NH:11][CH2:10][CH2:9]1)([O:3][C:4]([CH3:7])([CH3:6])[CH3:5])=[O:2].C(N(C(C)C)CC)(C)C.[F:23][C:24]([F:35])([F:34])[C:25]1[CH:33]=[CH:32][CH:31]=[CH:30][C:26]=1[C:27](Cl)=[O:28]. The catalyst is ClCCl. The product is [C:4]([O:3][C:1]([N:8]1[CH2:9][CH2:10][N:11]([C:27](=[O:28])[C:26]2[CH:30]=[CH:31][CH:32]=[CH:33][C:25]=2[C:24]([F:23])([F:34])[F:35])[CH2:12][CH2:13]1)=[O:2])([CH3:7])([CH3:6])[CH3:5]. The yield is 0.950. (8) The reactants are [F:1][C:2]1[CH:7]=[CH:6][C:5]([C@H:8]([NH:28][C:29](=[S:37])[NH:30][CH2:31][C:32]([O:34]CC)=O)[CH2:9][O:10][Si:11]([C:22]2[CH:27]=[CH:26][CH:25]=[CH:24][CH:23]=2)([C:16]2[CH:21]=[CH:20][CH:19]=[CH:18][CH:17]=2)[C:12]([CH3:15])([CH3:14])[CH3:13])=[CH:4][CH:3]=1.C(O[K])(C)(C)C.O. The catalyst is O1CCCC1. The product is [Si:11]([O:10][CH2:9][C@@H:8]([N:28]1[C:32](=[O:34])[CH2:31][NH:30][C:29]1=[S:37])[C:5]1[CH:4]=[CH:3][C:2]([F:1])=[CH:7][CH:6]=1)([C:12]([CH3:15])([CH3:14])[CH3:13])([C:22]1[CH:27]=[CH:26][CH:25]=[CH:24][CH:23]=1)[C:16]1[CH:21]=[CH:20][CH:19]=[CH:18][CH:17]=1. The yield is 0.660. (9) The reactants are [NH:1]1[C:5]2[CH:6]=[CH:7][CH:8]=[CH:9][C:4]=2[N:3]=[C:2]1[C:10]([N:12]1[CH2:15][CH:14]([C:16]2[C:17]([C:22]3[CH:27]=[CH:26][C:25]([C:28](=[O:30])[CH3:29])=[CH:24][CH:23]=3)=[N:18][CH:19]=[CH:20][N:21]=2)[CH2:13]1)=[O:11].[BH4-].[BH4-].[BH4-].[BH4-].[Na+].[Na+].[Na+].[Na+].[Cl-].[NH4+]. The catalyst is CO. The product is [NH:1]1[C:5]2[CH:6]=[CH:7][CH:8]=[CH:9][C:4]=2[N:3]=[C:2]1[C:10]([N:12]1[CH2:13][CH:14]([C:16]2[C:17]([C:22]3[CH:23]=[CH:24][C:25]([CH:28]([OH:30])[CH3:29])=[CH:26][CH:27]=3)=[N:18][CH:19]=[CH:20][N:21]=2)[CH2:15]1)=[O:11]. The yield is 0.750. (10) The reactants are Br[C:2]1[C:10]2[C:5](=[CH:6][CH:7]=[C:8]([C:11]#[N:12])[CH:9]=2)[N:4](C2CCCCO2)[N:3]=1.[CH3:19][O:20][C:21]1[CH:22]=[C:23]2[C:28](=[CH:29][CH:30]=1)[CH:27]=[C:26](B(O)O)[CH:25]=[CH:24]2.ClCCl.P([O-])([O-])([O-])=O.[K+].[K+].[K+].Cl. The catalyst is COCCOC.CO. The product is [CH3:19][O:20][C:21]1[CH:22]=[C:23]2[C:28](=[CH:29][CH:30]=1)[CH:27]=[C:26]([C:2]1[C:10]3[C:5](=[CH:6][CH:7]=[C:8]([C:11]#[N:12])[CH:9]=3)[NH:4][N:3]=1)[CH:25]=[CH:24]2. The yield is 0.470.